Dataset: Experimentally validated miRNA-target interactions with 360,000+ pairs, plus equal number of negative samples. Task: Binary Classification. Given a miRNA mature sequence and a target amino acid sequence, predict their likelihood of interaction. (1) The miRNA is hsa-miR-4640-3p with sequence CACCCCCUGUUUCCUGGCCCAC. The protein sequence of the target gene is MDSASQDINLNSPNKGVLSDFMTDVPVDPGVVHRTPVVEGLTEGEEEELRAELAKVEEEIVTLRQVLAAKERHCGELKRRLGLSTLGELKQNLSRSWHDVQVSTAYVKTSEKLGEWNEKVTQSDLYKKTQETLSQAGQKTSAALSTMGSAISRKLGDMSSYSIRHSISMPVMRNSATFKSFEDRVGTIKSKVVGGRENGSDNLPPSPGSGDQTLPDHAPF. Result: 0 (no interaction). (2) The miRNA is mmu-miR-182-5p with sequence UUUGGCAAUGGUAGAACUCACACCG. The protein sequence of the target gene is MSGRSKRESRGSTRGKRESESRGSSGRVKRERDREREPEAASSRGSPVRVKREFEPASAREAPASVVPFVRVKREREVDEDSEPEREVRAKNGRVDSEDRRSRHCPYLDTINRSVLDFDFEKLCSISLSHINAYACLVCGKYFQGRGLKSHAYIHSVQFSHHVFLNLHTLKFYCLPDNYEIIDSSLEDITYVLKPTFTKQQIANLDKQAKLSRAYDGTTYLPGIVGLNNIKANDYANAVLQALSNVPPLRNYFLEEDNYKNIKRPPGDIMFLLVQRFGELMRKLWNPRNFKAHVSPHEML.... Result: 0 (no interaction). (3) The miRNA is mmu-miR-465c-3p with sequence GAUCAGGGCCUUUCUAAGUAGA. The protein sequence of the target gene is MASAVFEGTSLVNMFVRGCWVNGIRRLIVSRRGDEEEFFEIRTEWSDRSVLYLHRSLADLGRLWQRLRDAFPEDRSELAQGPLRQGLVAIKEAHDIETRLNEVEKLLKTIISMPCKYSRSEVVLTFFERSPLDQVLKNDNVHKIQPSFQSPVKISEIMRSNGFCLANTETIVIDHSIPNGRDQQLGVDPTEHLFENGSEFPSELEDGDDPAAYVTNLSYYHLVPFETDIWD. Result: 0 (no interaction). (4) The miRNA is hsa-miR-23b-3p with sequence AUCACAUUGCCAGGGAUUACCAC. The protein sequence of the target gene is MAELSEEALLSVLPTIRVPKAGDRVHKDECAFSFDTPESEGGLYICMNTFLGFGKQYVERHFNKTGQRVYLHLRRTRRPKEEDPATGTGDPPRKKPTRLAIGVEGGFDLSEEKFELDEDVKIVILPDYLEIARDGLGGLPDIVRDRVTSAVEALLSADSASRKQEVQAWDGEVRQVSKHAFSLKQLDNPARIPPCGWKCSKCDMRENLWLNLTDGSILCGRRYFDGSGGNNHAVEHYRETGYPLAVKLGTITPDGADVYSYDEDDMVLDPSLAEHLSHFGIDMLKMQKTDKTMTELEIDM.... Result: 1 (interaction). (5) Result: 0 (no interaction). The protein sequence of the target gene is MFDIKAWAEYVVEWAAKDPYGFLTTVILALTPLFLASAVLSWKLAKMIEAREKEQKKKQKRQENIAKAKRLKKD. The miRNA is hsa-miR-758-3p with sequence UUUGUGACCUGGUCCACUAACC. (6) The protein sequence of the target gene is MALPHDSNETSYLLPPNNEDWGRQTIPDFVYGQKDLMAEGIQWPRNAPGIPDALPQSPFDAALCSAWKQRVELGLFRYRLRELQTQILPGAVGFVAQLNVERGVQRRPPQTIKSVRQAFDPVQFNFNKIRPGEVLFRLHREPDLPGTLLQEDILVVINVSPLEWGHVLLVPEPARQLPQRLLPGALRAGIEAVLLSLHPGFRVGFNSLGGLASVNHLHLHGYYLAHRLPVEQAPSEPLDPGGHLHLLQDLPAPGFLFYTRGPGPDLESLISRVCRATDYLTDHEIAHNLFVTRGAPPGKT.... The miRNA is hsa-miR-652-5p with sequence CAACCCUAGGAGAGGGUGCCAUUCA. Result: 1 (interaction). (7) The miRNA is hsa-miR-515-3p with sequence GAGUGCCUUCUUUUGGAGCGUU. The protein sequence of the target gene is MQAAVAVSVPFLLLCVLGTCPPARCGQAGDASLMELEKRKENRFVERQSIVPLRLIYRSGGEDESRHDALDTRVRGDLGGPQLTHVDQASFQVDAFGTSFILDVVLNHDLLSSEYIERHIEHGGKTVEVKGGEHCYYQGHIRGNPDSFVALSTCHGLHGMFYDGNHTYLIEPEENDTTQEDFHFHSVYKSRLFEFSLDDLPSEFQQVNITPSKFILKPRPKRSKRQLRRYPRNVEEETKYIELMIVNDHLMFKKHRLSVVHTNTYAKSVVNMADLIYKDQLKTRIVLVAMETWATDNKFA.... Result: 1 (interaction). (8) The miRNA is mmu-miR-547-3p with sequence CUUGGUACAUCUUUGAGUGAG. The protein sequence of the target gene is MMASYPEPEDTAGTLLAPESGRAVKEAEASPPSPGKGGGTTPEKPDPAQKPPYSYVALIAMAIRESAEKRLTLSGIYQYIIAKFPFYEKNKKGWQNSIRHNLSLNECFIKVPREGGGERKGNYWTLDPACEDMFEKGNYRRRRRMKRPFRPPPAHFQPGKGLFGSGGAAGGCGVPGAGADGYGYLAPPKYLQSGFLNNSWPLPQPPSPMPYASCQMAAAAAAAAAAAAAAGPGSPGAAAVVKGLAGPAASYGPYSRVQSMALPPGVVNSYNGLGGPPAAPPPPPPPPHPHPHPHAHHLHA.... Result: 0 (no interaction). (9) The miRNA is cel-miR-1022-5p with sequence AAGAUCAUUGUUAGGACGCCAUC. The protein sequence of the target gene is MAMEGYWRFLALLGSALLVGFLSVIFALVWVLHYREGLGWDGSALEFNWHPVLMVTGFVFIQGIAIIVYRLPWTWKCSKLLMKSIHAGLNAVAAILAIISVVAVFENHNVNNIANMYSLHSWVGLIAVICYLLQLLSGFSVFLLPWAPLSLRAFLMPIHVYSGIVIFGTVIATALMGLTEKLIFSLRDPAYSTFPPEGVFVNTLGLLILVFGALIFWIVTRPQWKRPKEPNSTILHPNGGTEQGARGSMPAYSGNNMDKSDSELNSEVAARKRNLALDEAGQRSTM. Result: 0 (no interaction).